From a dataset of Forward reaction prediction with 1.9M reactions from USPTO patents (1976-2016). Predict the product of the given reaction. (1) Given the reactants NC1[CH:7]=[CH:6][C:5]([I:8])=[CH:4][N:3]=1.[H-].[Na+].IC.CC(O)=O.[CH3:17][N:18]([CH:20]=O)[CH3:19], predict the reaction product. The product is: [I:8][C:5]1[CH:6]=[CH:7][C:20]([N:18]([CH3:19])[CH3:17])=[N:3][CH:4]=1. (2) Given the reactants [C:1]1([C:13]2[CH:18]=[CH:17][CH:16]=[CH:15][CH:14]=2)[CH:6]=[CH:5][CH:4]=C(C#CCCCN)C=1.C(OC([NH:26][CH:27]([CH2:31][C:32]#[CH:33])[C:28]([OH:30])=O)=O)(C)(C)C.C1C=CC2N(O)N=NC=2C=1.CC[N:46]=C=NCCCN(C)C.Cl.CC[N:58]([CH:62]([CH3:64])C)[CH:59]([CH3:61])C.CN([CH:68]=[O:69])C, predict the reaction product. The product is: [NH2:26][C@@H:27]([CH2:31][C:32]#[CH:33])[C:28]([NH:46][CH2:4][CH2:5][C:6]#[C:1][C:13]1[CH:14]=[CH:15][CH:16]=[C:17]([O:69][CH:68]2[CH2:61][CH2:59][NH:58][CH2:62][CH2:64]2)[CH:18]=1)=[O:30]. (3) Given the reactants [NH2:1][C:2]1[CH:7]=[CH:6][CH:5]=[CH:4][C:3]=1[CH:8]1[CH2:17][C:16]([CH3:19])([CH3:18])[C:15]2[C:10](=[CH:11][CH:12]=[C:13]([C:20]#[N:21])[CH:14]=2)[NH:9]1.[C:22]1([S:28](Cl)(=[O:30])=[O:29])[CH:27]=[CH:26][CH:25]=[CH:24][CH:23]=1, predict the reaction product. The product is: [C:20]([C:13]1[CH:14]=[C:15]2[C:10](=[CH:11][CH:12]=1)[NH:9][CH:8]([C:3]1[CH:4]=[CH:5][CH:6]=[CH:7][C:2]=1[NH:1][S:28]([C:22]1[CH:27]=[CH:26][CH:25]=[CH:24][CH:23]=1)(=[O:30])=[O:29])[CH2:17][C:16]2([CH3:18])[CH3:19])#[N:21]. (4) Given the reactants FC(F)(F)C(O)=O.[CH3:8][O:9][CH2:10][CH:11]([N:22]1[CH2:27][CH2:26][NH:25][CH2:24][CH2:23]1)[C:12]1[CH:17]=[CH:16][CH:15]=[C:14]([C:18]([F:21])([F:20])[F:19])[CH:13]=1.C(N(C(C)C)CC)(C)C.C1([O:43][C:44](=O)[NH:45][C:46]2[S:47][C:48]3[N:49]=[CH:50][N:51]=[C:52]([O:55][CH3:56])[C:53]=3[N:54]=2)C=CC=CC=1, predict the reaction product. The product is: [CH3:56][O:55][C:52]1[C:53]2[N:54]=[C:46]([NH:45][C:44]([N:25]3[CH2:26][CH2:27][N:22]([CH:11]([C:12]4[CH:17]=[CH:16][CH:15]=[C:14]([C:18]([F:20])([F:21])[F:19])[CH:13]=4)[CH2:10][O:9][CH3:8])[CH2:23][CH2:24]3)=[O:43])[S:47][C:48]=2[N:49]=[CH:50][N:51]=1. (5) Given the reactants Cl[C:2]1[C:7]([C:8]([NH2:10])=[O:9])=[CH:6][C:5]([Cl:11])=[CH:4][N:3]=1.[O:12]([C:19]1[CH:24]=[CH:23][C:22]([OH:25])=[CH:21][CH:20]=1)[C:13]1[CH:18]=[CH:17][CH:16]=[CH:15][CH:14]=1.C([O-])([O-])=O.[Cs+].[Cs+], predict the reaction product. The product is: [Cl:11][C:5]1[CH:6]=[C:7]([C:8]([NH2:10])=[O:9])[C:2]([O:25][C:22]2[CH:21]=[CH:20][C:19]([O:12][C:13]3[CH:18]=[CH:17][CH:16]=[CH:15][CH:14]=3)=[CH:24][CH:23]=2)=[N:3][CH:4]=1.